From a dataset of Forward reaction prediction with 1.9M reactions from USPTO patents (1976-2016). Predict the product of the given reaction. Given the reactants FC1C=C(F)C=CC=1CNC1C(C2C=CC(F)=CC=2F)=CN=C([N:20]2[CH2:25][CH2:24][CH:23]([N:26]3[CH2:31][CH2:30][CH2:29][CH:28]([CH2:32][CH3:33])[CH2:27]3)[CH2:22][CH2:21]2)N=1.ClC1N=C(NCC2C=CC(F)=CC=2F)C(C2C=CC(F)=CC=2F)=CN=1, predict the reaction product. The product is: [CH2:32]([CH:28]1[CH2:29][CH2:30][CH2:31][N:26]([CH:23]2[CH2:24][CH2:25][NH:20][CH2:21][CH2:22]2)[CH2:27]1)[CH3:33].